From a dataset of NCI-60 drug combinations with 297,098 pairs across 59 cell lines. Regression. Given two drug SMILES strings and cell line genomic features, predict the synergy score measuring deviation from expected non-interaction effect. (1) Cell line: SF-539. Synergy scores: CSS=43.7, Synergy_ZIP=-7.40, Synergy_Bliss=-10.4, Synergy_Loewe=-0.495, Synergy_HSA=-4.99. Drug 1: C#CCC(CC1=CN=C2C(=N1)C(=NC(=N2)N)N)C3=CC=C(C=C3)C(=O)NC(CCC(=O)O)C(=O)O. Drug 2: N.N.Cl[Pt+2]Cl. (2) Synergy scores: CSS=13.5, Synergy_ZIP=0.710, Synergy_Bliss=5.52, Synergy_Loewe=1.29, Synergy_HSA=2.19. Cell line: MDA-MB-435. Drug 2: C1C(C(OC1N2C=NC3=C(N=C(N=C32)Cl)N)CO)O. Drug 1: COC1=CC(=CC(=C1O)OC)C2C3C(COC3=O)C(C4=CC5=C(C=C24)OCO5)OC6C(C(C7C(O6)COC(O7)C8=CC=CS8)O)O. (3) Synergy scores: CSS=-0.0445, Synergy_ZIP=-3.57, Synergy_Bliss=-4.50, Synergy_Loewe=-33.6, Synergy_HSA=-11.0. Drug 2: CC1C(C(=O)NC(C(=O)N2CCCC2C(=O)N(CC(=O)N(C(C(=O)O1)C(C)C)C)C)C(C)C)NC(=O)C3=C4C(=C(C=C3)C)OC5=C(C(=O)C(=C(C5=N4)C(=O)NC6C(OC(=O)C(N(C(=O)CN(C(=O)C7CCCN7C(=O)C(NC6=O)C(C)C)C)C)C(C)C)C)N)C. Cell line: SK-MEL-5. Drug 1: C1CCN(CC1)CCOC2=CC=C(C=C2)C(=O)C3=C(SC4=C3C=CC(=C4)O)C5=CC=C(C=C5)O. (4) Drug 1: CC=C1C(=O)NC(C(=O)OC2CC(=O)NC(C(=O)NC(CSSCCC=C2)C(=O)N1)C(C)C)C(C)C. Drug 2: C1=NC(=NC(=O)N1C2C(C(C(O2)CO)O)O)N. Cell line: NCI-H522. Synergy scores: CSS=65.8, Synergy_ZIP=-0.795, Synergy_Bliss=1.14, Synergy_Loewe=-1.61, Synergy_HSA=3.45. (5) Drug 1: C1=CC(=CC=C1CCCC(=O)O)N(CCCl)CCCl. Drug 2: CC1C(C(CC(O1)OC2CC(CC3=C2C(=C4C(=C3O)C(=O)C5=CC=CC=C5C4=O)O)(C(=O)C)O)N)O. Cell line: U251. Synergy scores: CSS=41.6, Synergy_ZIP=-3.07, Synergy_Bliss=-1.56, Synergy_Loewe=-19.5, Synergy_HSA=2.20. (6) Drug 1: CC1C(C(CC(O1)OC2CC(CC3=C2C(=C4C(=C3O)C(=O)C5=C(C4=O)C(=CC=C5)OC)O)(C(=O)C)O)N)O.Cl. Drug 2: CC1=CC=C(C=C1)C2=CC(=NN2C3=CC=C(C=C3)S(=O)(=O)N)C(F)(F)F. Cell line: OVCAR-4. Synergy scores: CSS=6.36, Synergy_ZIP=-3.88, Synergy_Bliss=-3.33, Synergy_Loewe=-3.61, Synergy_HSA=-1.92. (7) Drug 1: C1=CN(C=N1)CC(O)(P(=O)(O)O)P(=O)(O)O. Drug 2: N.N.Cl[Pt+2]Cl. Cell line: ACHN. Synergy scores: CSS=30.0, Synergy_ZIP=2.30, Synergy_Bliss=4.17, Synergy_Loewe=-6.40, Synergy_HSA=-0.217. (8) Drug 1: CN(C(=O)NC(C=O)C(C(C(CO)O)O)O)N=O. Drug 2: CC1C(C(CC(O1)OC2CC(CC3=C2C(=C4C(=C3O)C(=O)C5=C(C4=O)C(=CC=C5)OC)O)(C(=O)CO)O)N)O.Cl. Cell line: OVCAR-4. Synergy scores: CSS=31.1, Synergy_ZIP=-0.314, Synergy_Bliss=-0.984, Synergy_Loewe=-19.4, Synergy_HSA=-0.0727. (9) Drug 1: CC1=CC=C(C=C1)C2=CC(=NN2C3=CC=C(C=C3)S(=O)(=O)N)C(F)(F)F. Drug 2: CCC1=C2CN3C(=CC4=C(C3=O)COC(=O)C4(CC)O)C2=NC5=C1C=C(C=C5)O. Cell line: HT29. Synergy scores: CSS=24.6, Synergy_ZIP=-4.49, Synergy_Bliss=1.98, Synergy_Loewe=4.31, Synergy_HSA=4.74.